Dataset: NCI-60 drug combinations with 297,098 pairs across 59 cell lines. Task: Regression. Given two drug SMILES strings and cell line genomic features, predict the synergy score measuring deviation from expected non-interaction effect. (1) Drug 1: CS(=O)(=O)C1=CC(=C(C=C1)C(=O)NC2=CC(=C(C=C2)Cl)C3=CC=CC=N3)Cl. Drug 2: CN(C)C1=NC(=NC(=N1)N(C)C)N(C)C. Cell line: NCI-H322M. Synergy scores: CSS=5.24, Synergy_ZIP=1.17, Synergy_Bliss=3.90, Synergy_Loewe=-1.000, Synergy_HSA=1.05. (2) Drug 1: CCC1=C2CN3C(=CC4=C(C3=O)COC(=O)C4(CC)O)C2=NC5=C1C=C(C=C5)O. Drug 2: CC(C)(C#N)C1=CC(=CC(=C1)CN2C=NC=N2)C(C)(C)C#N. Cell line: SNB-19. Synergy scores: CSS=20.8, Synergy_ZIP=-5.95, Synergy_Bliss=-2.14, Synergy_Loewe=-18.4, Synergy_HSA=-1.64. (3) Drug 1: CC1=CC=C(C=C1)C2=CC(=NN2C3=CC=C(C=C3)S(=O)(=O)N)C(F)(F)F. Drug 2: CC1=C(C(=O)C2=C(C1=O)N3CC4C(C3(C2COC(=O)N)OC)N4)N. Cell line: SNB-75. Synergy scores: CSS=9.99, Synergy_ZIP=-8.77, Synergy_Bliss=-1.64, Synergy_Loewe=-23.7, Synergy_HSA=-0.769. (4) Drug 1: C1=CC(=CC=C1CC(C(=O)O)N)N(CCCl)CCCl.Cl. Drug 2: CCN(CC)CCNC(=O)C1=C(NC(=C1C)C=C2C3=C(C=CC(=C3)F)NC2=O)C. Cell line: U251. Synergy scores: CSS=24.0, Synergy_ZIP=-7.25, Synergy_Bliss=-1.18, Synergy_Loewe=-1.95, Synergy_HSA=-1.31. (5) Drug 1: CC(CN1CC(=O)NC(=O)C1)N2CC(=O)NC(=O)C2. Drug 2: CC1C(C(CC(O1)OC2CC(OC(C2O)C)OC3=CC4=CC5=C(C(=O)C(C(C5)C(C(=O)C(C(C)O)O)OC)OC6CC(C(C(O6)C)O)OC7CC(C(C(O7)C)O)OC8CC(C(C(O8)C)O)(C)O)C(=C4C(=C3C)O)O)O)O. Cell line: HCT-15. Synergy scores: CSS=34.9, Synergy_ZIP=-1.87, Synergy_Bliss=-0.502, Synergy_Loewe=-1.32, Synergy_HSA=-1.46. (6) Drug 1: CC1OCC2C(O1)C(C(C(O2)OC3C4COC(=O)C4C(C5=CC6=C(C=C35)OCO6)C7=CC(=C(C(=C7)OC)O)OC)O)O. Drug 2: CCC1(CC2CC(C3=C(CCN(C2)C1)C4=CC=CC=C4N3)(C5=C(C=C6C(=C5)C78CCN9C7C(C=CC9)(C(C(C8N6C=O)(C(=O)OC)O)OC(=O)C)CC)OC)C(=O)OC)O.OS(=O)(=O)O. Cell line: SNB-19. Synergy scores: CSS=35.9, Synergy_ZIP=-1.41, Synergy_Bliss=0.487, Synergy_Loewe=2.38, Synergy_HSA=3.30. (7) Drug 1: CN1C2=C(C=C(C=C2)N(CCCl)CCCl)N=C1CCCC(=O)O.Cl. Drug 2: B(C(CC(C)C)NC(=O)C(CC1=CC=CC=C1)NC(=O)C2=NC=CN=C2)(O)O. Cell line: NCI/ADR-RES. Synergy scores: CSS=44.7, Synergy_ZIP=5.12, Synergy_Bliss=6.92, Synergy_Loewe=-38.6, Synergy_HSA=6.94. (8) Drug 1: CN1CCC(CC1)COC2=C(C=C3C(=C2)N=CN=C3NC4=C(C=C(C=C4)Br)F)OC. Drug 2: CN(CCCl)CCCl.Cl. Cell line: HOP-92. Synergy scores: CSS=25.3, Synergy_ZIP=-7.85, Synergy_Bliss=-2.48, Synergy_Loewe=-0.444, Synergy_HSA=0.145.